The task is: Predict the reactants needed to synthesize the given product.. This data is from Full USPTO retrosynthesis dataset with 1.9M reactions from patents (1976-2016). (1) Given the product [Cl:1][C:2]1[CH:6]=[N:5][N:4]([CH3:7])[C:3]=1[C:8]1[CH:9]=[C:10]([NH:23][C:32]([NH:31][C:27]2[CH:28]=[CH:29][CH:30]=[C:25]([Cl:24])[CH:26]=2)=[O:33])[CH:11]=[CH:12][C:13]=1[O:14][CH2:15][CH2:16][N:17]1[CH2:18][CH2:19][O:20][CH2:21][CH2:22]1, predict the reactants needed to synthesize it. The reactants are: [Cl:1][C:2]1[CH:6]=[N:5][N:4]([CH3:7])[C:3]=1[C:8]1[CH:9]=[C:10]([NH2:23])[CH:11]=[CH:12][C:13]=1[O:14][CH2:15][CH2:16][N:17]1[CH2:22][CH2:21][O:20][CH2:19][CH2:18]1.[Cl:24][C:25]1[CH:26]=[C:27]([N:31]=[C:32]=[O:33])[CH:28]=[CH:29][CH:30]=1. (2) Given the product [CH3:10][O:9][C:5]1[C:4]([CH2:11][C:12]2[CH:17]=[CH:16][CH:15]=[CH:14][CH:13]=2)=[C:3]([CH2:2]/[CH:33]=[CH:32]/[C:31]([O:35][CH2:36][CH3:37])=[O:34])[CH:8]=[CH:7][CH:6]=1, predict the reactants needed to synthesize it. The reactants are: Cl[CH2:2][C:3]1[CH:8]=[CH:7][CH:6]=[C:5]([O:9][CH3:10])[C:4]=1[CH2:11][C:12]1[CH:17]=[CH:16][CH:15]=[CH:14][CH:13]=1.C(N(CCCC)CCCC)CCC.[C:31]([O:35][CH2:36][CH3:37])(=[O:34])[CH:32]=[CH2:33].